Predict the reactants needed to synthesize the given product. From a dataset of Full USPTO retrosynthesis dataset with 1.9M reactions from patents (1976-2016). (1) Given the product [CH3:1][O:2][C:3]([C@@:5]12[CH2:14][N:13]([C:15]([O:17][C:18]([CH3:19])([CH3:21])[CH3:20])=[O:16])[CH2:12][CH2:11][C:10]1=[CH:9][C:8]1[N:33]([C:30]3[CH:31]=[CH:32][C:27]([F:26])=[CH:28][CH:29]=3)[N:34]=[CH:23][C:7]=1[CH2:6]2)=[O:4], predict the reactants needed to synthesize it. The reactants are: [CH3:1][O:2][C:3]([C@@:5]12[CH2:14][N:13]([C:15]([O:17][C:18]([CH3:21])([CH3:20])[CH3:19])=[O:16])[CH2:12][CH2:11][C:10]1=[CH:9][C:8](=O)/[C:7](=[CH:23]\O)/[CH2:6]2)=[O:4].Cl.[F:26][C:27]1[CH:32]=[CH:31][C:30]([NH:33][NH2:34])=[CH:29][CH:28]=1.C([O-])(=O)C.[Na+]. (2) Given the product [F:1][C:2]1[C:7]([F:8])=[CH:6][CH:5]=[CH:4][C:3]=1[C:9]1[N:17]=[C:12]2[CH:13]=[N:14][N:15]([CH2:19][C:20]3[O:24][N:23]=[C:22]([C:25]4[CH:36]=[CH:35][C:28]([O:29][CH2:30][CH2:31][N:32]([CH3:33])[CH3:34])=[CH:27][CH:26]=4)[CH:21]=3)[CH:16]=[C:11]2[N:10]=1, predict the reactants needed to synthesize it. The reactants are: [F:1][C:2]1[C:7]([F:8])=[CH:6][CH:5]=[CH:4][C:3]=1[C:9]1[N:17]=[C:12]2[CH:13]=[N:14][NH:15][CH:16]=[C:11]2[N:10]=1.Cl[CH2:19][C:20]1[O:24][N:23]=[C:22]([C:25]2[CH:36]=[CH:35][C:28]([O:29][CH2:30][CH2:31][N:32]([CH3:34])[CH3:33])=[CH:27][CH:26]=2)[CH:21]=1. (3) Given the product [Cl:1][C:2]1[N:3]=[C:4]([N:13]2[CH2:18][CH2:17][O:16][CH2:15][CH2:14]2)[C:5]2[N:10]=[C:9]([CH2:11][N:19]3[CH2:22][CH:21]([N:23]4[CH2:28][CH2:27][S:26](=[O:30])(=[O:29])[CH2:25][CH2:24]4)[CH2:20]3)[S:8][C:6]=2[N:7]=1, predict the reactants needed to synthesize it. The reactants are: [Cl:1][C:2]1[N:3]=[C:4]([N:13]2[CH2:18][CH2:17][O:16][CH2:15][CH2:14]2)[C:5]2[N:10]=[C:9]([CH:11]=O)[S:8][C:6]=2[N:7]=1.[NH:19]1[CH2:22][CH:21]([N:23]2[CH2:28][CH2:27][S:26](=[O:30])(=[O:29])[CH2:25][CH2:24]2)[CH2:20]1.C(O[BH-](OC(=O)C)OC(=O)C)(=O)C.[Na+]. (4) Given the product [Cl:1][C:2]1[CH:3]=[C:4]([C@H:8]([N:30]2[C:26](=[O:25])[CH2:27][CH2:28][C@H:29]2[C:31]([O:33][CH3:34])=[O:32])[C@@H:9]([C:18]2[CH:23]=[CH:22][C:21]([Cl:24])=[CH:20][CH:19]=2)[NH:10][CH:15]([CH3:17])[CH3:16])[CH:5]=[CH:6][CH:7]=1, predict the reactants needed to synthesize it. The reactants are: [Cl:1][C:2]1[CH:3]=[C:4]([C@H:8]2OS(=O)(=O)[N:10]([CH:15]([CH3:17])[CH3:16])[C@@H:9]2[C:18]2[CH:23]=[CH:22][C:21]([Cl:24])=[CH:20][CH:19]=2)[CH:5]=[CH:6][CH:7]=1.[O:25]=[C:26]1[NH:30][C@H:29]([C:31]([O:33][CH3:34])=[O:32])[CH2:28][CH2:27]1. (5) The reactants are: [CH:1]1[C:5]2[C:6](Cl)=[N:7][CH:8]=[N:9][C:4]=2[NH:3][CH:2]=1.[NH2:11][C:12]1[CH:16]=[CH:15][O:14][C:13]=1[C:17]([O:19][CH3:20])=[O:18].Cl. Given the product [CH3:20][O:19][C:17]([C:13]1[O:14][CH:15]=[CH:16][C:12]=1[NH:11][C:6]1[C:5]2[CH:1]=[CH:2][NH:3][C:4]=2[N:9]=[CH:8][N:7]=1)=[O:18], predict the reactants needed to synthesize it.